From a dataset of Full USPTO retrosynthesis dataset with 1.9M reactions from patents (1976-2016). Predict the reactants needed to synthesize the given product. (1) Given the product [C:15]([C:13]1[C:12]([C:24]2[CH:25]=[N:26][CH:27]=[CH:28][CH:29]=2)=[N:11][NH:10][CH:14]=1)#[C:16][CH2:17][CH2:18][CH2:19][CH2:20][CH2:21][CH2:22][CH3:23], predict the reactants needed to synthesize it. The reactants are: C1(S([N:10]2[CH:14]=[C:13]([C:15]#[C:16][CH2:17][CH2:18][CH2:19][CH2:20][CH2:21][CH2:22][CH3:23])[C:12]([C:24]3[CH:25]=[N:26][CH:27]=[CH:28][CH:29]=3)=[N:11]2)(=O)=O)C=CC=CC=1.C1(S(N2C=C(C#CCCCC)C(C3C=NC=CC=3)=N2)(=O)=O)C=CC=CC=1.C(C1C(C2CN(C)CCC=2)=NNC=1)#CCCCC. (2) Given the product [F:21][C:20]([F:22])([F:23])[O:19][C:16]1[CH:17]=[CH:18][C:13]([N:9]2[C:10]3[CH2:11][CH2:12][C:4]4[CH:3]=[C:2]([CH:34]=[O:35])[CH:25]=[CH:24][C:5]=4[C:6]=3[CH:7]=[N:8]2)=[CH:14][CH:15]=1, predict the reactants needed to synthesize it. The reactants are: Br[C:2]1[CH:25]=[CH:24][C:5]2[C:6]3[CH:7]=[N:8][N:9]([C:13]4[CH:18]=[CH:17][C:16]([O:19][C:20]([F:23])([F:22])[F:21])=[CH:15][CH:14]=4)[C:10]=3[CH2:11][CH2:12][C:4]=2[CH:3]=1.[Li]CCCC.CN([CH:34]=[O:35])C. (3) Given the product [F:1][CH2:2][CH2:3][NH:4][C:5]1[CH:10]=[CH:9][N:8]2[CH:13]=[C:14]([C:16]3[CH:21]=[CH:20][C:19]([CH3:22])=[C:18]([O:23][CH3:24])[CH:17]=3)[N:11]=[C:7]2[CH:6]=1, predict the reactants needed to synthesize it. The reactants are: [F:1][CH2:2][CH2:3][NH:4][C:5]1[CH:10]=[CH:9][N:8]=[C:7]([NH2:11])[CH:6]=1.Br[CH2:13][C:14]([C:16]1[CH:21]=[CH:20][C:19]([CH3:22])=[C:18]([O:23][CH3:24])[CH:17]=1)=O. (4) Given the product [I:1][C:13]1[N:14]2[C:15]([S:16][CH:17]=[CH:18]2)=[C:11]([S:10][CH3:9])[N:12]=1, predict the reactants needed to synthesize it. The reactants are: [I:1]N1C(=O)CCC1=O.[CH3:9][S:10][C:11]1[N:12]=[CH:13][N:14]2[CH:18]=[CH:17][S:16][C:15]=12. (5) Given the product [CH2:1](/[C:3](/[C:11]1[CH:16]=[CH:15][C:14]([C:17]([C:22]2[CH:27]=[CH:26][C:25]([OH:28])=[C:24]([CH3:35])[CH:23]=2)([CH2:18][CH3:19])[CH2:20][CH3:21])=[CH:13][C:12]=1[CH3:36])=[CH:4]\[C:5]([CH2:9][CH3:10])([OH:8])[CH2:6][CH3:7])[CH3:2], predict the reactants needed to synthesize it. The reactants are: [CH2:1](/[C:3](/[C:11]1[CH:16]=[CH:15][C:14]([C:17]([C:22]2[CH:27]=[CH:26][C:25]([O:28]C(=O)C(C)(C)C)=[C:24]([CH3:35])[CH:23]=2)([CH2:20][CH3:21])[CH2:18][CH3:19])=[CH:13][C:12]=1[CH3:36])=[CH:4]\[C:5]([CH2:9][CH3:10])([OH:8])[CH2:6][CH3:7])[CH3:2].[OH-].[K+].[NH4+].[Cl-]. (6) Given the product [S:7]1[C:6]2[C:5]3[CH:14]=[CH:15][C:2]([C:17]#[N:18])=[CH:3][C:4]=3[O:13][CH2:12][CH2:11][C:10]=2[CH:9]=[CH:8]1, predict the reactants needed to synthesize it. The reactants are: Br[C:2]1[CH:15]=[CH:14][C:5]2[C:6]3[S:7][CH:8]=[CH:9][C:10]=3[CH2:11][CH2:12][O:13][C:4]=2[CH:3]=1.[Cu](C#N)[C:17]#[N:18]. (7) Given the product [Si:20]([O:11][C:8]1[CH:9]=[CH:10][C:5]([NH2:4])=[C:6]([N+:12]([O-:14])=[O:13])[CH:7]=1)([C:23]([CH3:26])([CH3:25])[CH3:24])([CH3:22])[CH3:21], predict the reactants needed to synthesize it. The reactants are: ClCCl.[NH2:4][C:5]1[CH:10]=[CH:9][C:8]([OH:11])=[CH:7][C:6]=1[N+:12]([O-:14])=[O:13].N1C=CN=C1.[Si:20](Cl)([C:23]([CH3:26])([CH3:25])[CH3:24])([CH3:22])[CH3:21]. (8) Given the product [CH3:30][O:31][C:32]([NH:34][C@H:35]1[CH2:40][CH2:39][CH2:38][CH2:37][C@@H:36]1[N:41]1[C:45]([C:46]2[CH:47]=[CH:48][CH:49]=[CH:50][CH:51]=2)=[C:44]([C:52]([N:19]2[CH2:18][CH2:17][N:16]([C:20]([O:22][CH2:23][C:24]3[CH:29]=[CH:28][CH:27]=[CH:26][CH:25]=3)=[O:21])[CH2:15][C@H:14]2[CH2:13][CH2:12][O:11][C:8]2[CH:9]=[CH:10][C:4]3[S:3][C:2]([CH3:1])=[N:6][C:5]=3[CH:7]=2)=[O:53])[N:43]=[CH:42]1)=[O:33], predict the reactants needed to synthesize it. The reactants are: [CH3:1][C:2]1[S:3][C:4]2[CH:10]=[CH:9][C:8]([O:11][CH2:12][CH2:13][C@H:14]3[NH:19][CH2:18][CH2:17][N:16]([C:20]([O:22][CH2:23][C:24]4[CH:29]=[CH:28][CH:27]=[CH:26][CH:25]=4)=[O:21])[CH2:15]3)=[CH:7][C:5]=2[N:6]=1.[CH3:30][O:31][C:32]([NH:34][C@H:35]1[CH2:40][CH2:39][CH2:38][CH2:37][C@@H:36]1[N:41]1[C:45]([C:46]2[CH:51]=[CH:50][CH:49]=[CH:48][CH:47]=2)=[C:44]([C:52](O)=[O:53])[N:43]=[CH:42]1)=[O:33].CCN=C=NCCCN(C)C.Cl.C1C=CC2N(O)N=NC=2C=1.C(N(CC)C(C)C)(C)C.C(=O)([O-])O.[Na+].